This data is from Reaction yield outcomes from USPTO patents with 853,638 reactions. The task is: Predict the reaction yield, written as a fraction of the theoretical maximum amount of product (1.0 means a 100% yield; for example, 0.34 means a 34% yield). (1) The reactants are [C:1]1([C:26]2[CH:31]=[CH:30][CH:29]=[CH:28][CH:27]=2)[CH:6]=[CH:5][C:4]([O:7][CH2:8][CH2:9][CH2:10][CH2:11][CH2:12][CH:13]([C:18](=[O:25])[C:19]([O:23][CH3:24])([O:21][CH3:22])[CH3:20])C(OC)=O)=[CH:3][CH:2]=1.[OH-].[Na+]. The catalyst is CO.O. The product is [C:1]1([C:26]2[CH:27]=[CH:28][CH:29]=[CH:30][CH:31]=2)[CH:6]=[CH:5][C:4]([O:7][CH2:8][CH2:9][CH2:10][CH2:11][CH2:12][CH2:13][C:18](=[O:25])[C:19]([O:21][CH3:22])([O:23][CH3:24])[CH3:20])=[CH:3][CH:2]=1. The yield is 0.800. (2) The reactants are [Br:1][C:2]1[CH:3]=[C:4]([CH2:8][C:9]([OH:11])=[O:10])[CH:5]=[CH:6][CH:7]=1.OS(O)(=O)=O.[CH3:17]O. No catalyst specified. The product is [Br:1][C:2]1[CH:3]=[C:4]([CH2:8][C:9]([O:11][CH3:17])=[O:10])[CH:5]=[CH:6][CH:7]=1. The yield is 0.690. (3) The reactants are [Cl:1][C:2]1[N:7]=[C:6](Cl)[CH:5]=[CH:4][N:3]=1.[NH2:9][C:10]1[CH:11]=[C:12]2[C:16](=[CH:17][CH:18]=1)[NH:15][N:14]=[CH:13]2.CCN(CC)CC. The catalyst is CCO. The product is [Cl:1][C:2]1[N:7]=[C:6]([NH:9][C:10]2[CH:11]=[C:12]3[C:16](=[CH:17][CH:18]=2)[NH:15][N:14]=[CH:13]3)[CH:5]=[CH:4][N:3]=1. The yield is 0.800. (4) The reactants are [NH2:1][C:2]1[N:7]=[C:6](Cl)[C:5]([CH:9]=O)=[C:4]([Cl:11])[N:3]=1.C(N(CC)CC)C.[CH3:19][NH:20][NH2:21]. The catalyst is C1COCC1. The product is [Cl:11][C:4]1[N:3]=[C:2]([NH2:1])[N:7]=[C:6]2[N:20]([CH3:19])[N:21]=[CH:9][C:5]=12. The yield is 0.826. (5) The reactants are [Cl:1][C:2]1[CH:3]=[C:4]([S:9]([CH:12]2[CH2:17][CH2:16][NH:15][CH2:14][CH2:13]2)(=[O:11])=[O:10])[CH:5]=[CH:6][C:7]=1[Cl:8].Cl[C:19]1[CH:28]=[CH:27][C:26]2[C:21](=[CH:22][CH:23]=[CH:24][CH:25]=2)[N:20]=1. No catalyst specified. The product is [Cl:1][C:2]1[CH:3]=[C:4]([S:9]([CH:12]2[CH2:17][CH2:16][N:15]([C:19]3[CH:28]=[CH:27][C:26]4[C:21](=[CH:22][CH:23]=[CH:24][CH:25]=4)[N:20]=3)[CH2:14][CH2:13]2)(=[O:11])=[O:10])[CH:5]=[CH:6][C:7]=1[Cl:8]. The yield is 0.180.